From a dataset of Full USPTO retrosynthesis dataset with 1.9M reactions from patents (1976-2016). Predict the reactants needed to synthesize the given product. (1) Given the product [Cl:24][C:25]1[CH:26]=[C:27]([C@@H:32]2[C@H:38]([CH:39]=[CH2:1])[O:37][CH2:36][CH2:35][N:34]([C:41]([O:43][C:44]([CH3:46])([CH3:47])[CH3:45])=[O:42])[CH2:33]2)[CH:28]=[CH:29][C:30]=1[Cl:31], predict the reactants needed to synthesize it. The reactants are: [C:1]1(P(C2C=CC=CC=2)C2C=CC=CC=2)C=CC=CC=1.CC(O)C.[Cl:24][C:25]1[CH:26]=[C:27]([C@@H:32]2[C@H:38]([CH:39]=O)[O:37][CH2:36][CH2:35][N:34]([C:41]([O:43][C:44]([CH3:47])([CH3:46])[CH3:45])=[O:42])[CH2:33]2)[CH:28]=[CH:29][C:30]=1[Cl:31].C[Si](C=[N+]=[N-])(C)C. (2) Given the product [Br:1][C:2]1[CH:3]=[C:4]2[C:10]([OH:11])=[N:9][N:8]([CH2:13][C:14]3[CH:19]=[CH:18][C:17]([O:20][CH3:21])=[CH:16][CH:15]=3)[C:5]2=[N:6][CH:7]=1, predict the reactants needed to synthesize it. The reactants are: [Br:1][C:2]1[CH:3]=[C:4]2[C:10]([OH:11])=[N:9][NH:8][C:5]2=[N:6][CH:7]=1.Cl[CH2:13][C:14]1[CH:19]=[CH:18][C:17]([O:20][CH3:21])=[CH:16][CH:15]=1.[OH-].[Na+]. (3) Given the product [C:1]1([CH2:7][CH2:8][CH2:9][N:10]([CH:11]2[CH2:16][CH2:15][N:14]([C:17]([O:19][C:20]([CH3:23])([CH3:22])[CH3:21])=[O:18])[CH2:13][CH2:12]2)[C:42](=[O:43])[CH2:41][C:38]2[CH:39]=[CH:40][C:35]([O:34][CH3:33])=[CH:36][CH:37]=2)[CH:6]=[CH:5][CH:4]=[CH:3][CH:2]=1, predict the reactants needed to synthesize it. The reactants are: [C:1]1([CH2:7][CH2:8][CH2:9][NH:10][CH:11]2[CH2:16][CH2:15][N:14]([C:17]([O:19][C:20]([CH3:23])([CH3:22])[CH3:21])=[O:18])[CH2:13][CH2:12]2)[CH:6]=[CH:5][CH:4]=[CH:3][CH:2]=1.C(N(C(C)C)CC)(C)C.[CH3:33][O:34][C:35]1[CH:40]=[CH:39][C:38]([CH2:41][C:42](Cl)=[O:43])=[CH:37][CH:36]=1.O. (4) The reactants are: [CH2:1]([O:3][C:4]1[CH:5]=[C:6]([CH:26]=[C:27]([O:30][CH2:31][CH3:32])[C:28]=1[F:29])[CH2:7][N:8]1[CH2:13][CH2:12][CH:11]([NH:14][C:15](=[O:25])[C:16]2[CH:21]=[C:20]([O:22][CH3:23])[CH:19]=[C:18]([OH:24])[CH:17]=2)[CH2:10][CH2:9]1)[CH3:2].[CH3:33][S:34](Cl)(=[O:36])=[O:35].C(N(C(C)C)C(C)C)C. Given the product [CH2:31]([O:30][C:27]1[CH:26]=[C:6]([CH:5]=[C:4]([O:3][CH2:1][CH3:2])[C:28]=1[F:29])[CH2:7][N:8]1[CH2:13][CH2:12][CH:11]([NH:14][C:15]([C:16]2[CH:17]=[C:18]([O:24][S:34]([CH3:33])(=[O:36])=[O:35])[CH:19]=[C:20]([O:22][CH3:23])[CH:21]=2)=[O:25])[CH2:10][CH2:9]1)[CH3:32], predict the reactants needed to synthesize it. (5) Given the product [F:1][C:2]([F:12])([C:5]1[CH:10]=[CH:9][C:8]([CH3:11])=[CH:7][CH:6]=1)/[C:3](=[N:14]/[OH:15])/[NH2:4], predict the reactants needed to synthesize it. The reactants are: [F:1][C:2]([F:12])([C:5]1[CH:10]=[CH:9][C:8]([CH3:11])=[CH:7][CH:6]=1)[C:3]#[N:4].Cl.[NH2:14][OH:15].C(=O)([O-])[O-].[Na+].[Na+]. (6) Given the product [F:1][C:2]([F:47])([F:46])[C:3]1[CH:4]=[C:5]([N:13]([CH3:45])[C:14]([N:16]([C@H:17]2[C@H:21]([C:22]3[CH:27]=[CH:26][C:25]([F:28])=[CH:24][CH:23]=3)[CH2:20][N:19]([C:29]([C@H:31]3[CH2:36][CH2:35][C@H:34]([N:37]4[CH2:41][CH2:40][CH2:39][C:38]4=[O:43])[CH2:33][CH2:32]3)=[O:30])[CH2:18]2)[CH3:44])=[O:15])[CH:6]=[C:7]([C:9]([F:12])([F:11])[F:10])[CH:8]=1, predict the reactants needed to synthesize it. The reactants are: [F:1][C:2]([F:47])([F:46])[C:3]1[CH:4]=[C:5]([N:13]([CH3:45])[C:14]([N:16]([CH3:44])[C@H:17]2[C@H:21]([C:22]3[CH:27]=[CH:26][C:25]([F:28])=[CH:24][CH:23]=3)[CH2:20][N:19]([C:29]([C@H:31]3[CH2:36][CH2:35][C@H:34]([NH:37][C:38](=[O:43])[CH2:39][CH2:40][CH2:41]Cl)[CH2:33][CH2:32]3)=[O:30])[CH2:18]2)=[O:15])[CH:6]=[C:7]([C:9]([F:12])([F:11])[F:10])[CH:8]=1.[H-].[Na+]. (7) Given the product [I:1][C:2]1[CH:11]=[CH:10][C:5]2[N:6]=[C:7]([S:9][CH3:12])[S:8][C:4]=2[CH:3]=1, predict the reactants needed to synthesize it. The reactants are: [I:1][C:2]1[CH:11]=[CH:10][C:5]2[N:6]=[C:7]([SH:9])[S:8][C:4]=2[CH:3]=1.[C:12](=O)([O-])[O-].[K+].[K+].CI. (8) Given the product [NH2:5][C:6]1[N:7]=[CH:8][C:9]([C:12]2([CH3:19])[NH:13][C:14](=[O:18])[NH:15][C:16]2=[O:17])=[N:10][CH:11]=1, predict the reactants needed to synthesize it. The reactants are: CC(C)(C)C([NH:5][C:6]1[CH:11]=[N:10][C:9]([C:12]2([CH3:19])[C:16](=[O:17])[NH:15][C:14](=[O:18])[NH:13]2)=[CH:8][N:7]=1)=O.[OH-].[Na+]. (9) The reactants are: [N+:1]([C:4]1[CH:9]=[CH:8][C:7]([N:10]2[CH2:15][CH2:14][CH2:13][CH:12]([NH:16][C@@H:17]3[CH2:22][CH2:21][CH2:20][CH2:19][C@H:18]3[NH2:23])[CH2:11]2)=[CH:6][CH:5]=1)([O-:3])=[O:2].[C:24](Cl)(=[O:32])[O:25][C:26]1[CH:31]=[CH:30][CH:29]=[CH:28][CH:27]=1. Given the product [N+:1]([C:4]1[CH:5]=[CH:6][C:7]([N:10]2[CH2:15][CH2:14][CH2:13][C@H:12]([NH:16][C@@H:17]3[CH2:22][CH2:21][CH2:20][CH2:19][C@H:18]3[NH:23][C:24](=[O:32])[O:25][C:26]3[CH:31]=[CH:30][CH:29]=[CH:28][CH:27]=3)[CH2:11]2)=[CH:8][CH:9]=1)([O-:3])=[O:2], predict the reactants needed to synthesize it.